From a dataset of Reaction yield outcomes from USPTO patents with 853,638 reactions. Predict the reaction yield, written as a fraction of the theoretical maximum amount of product (1.0 means a 100% yield; for example, 0.34 means a 34% yield). (1) The reactants are C([O-])=O.[NH4+:4].C[O:6][C:7]([C:9]1[S:10][CH:11]=[C:12]([CH3:17])[C:13]=1[NH:14][CH:15]=O)=O. The catalyst is C(N)=O. The product is [CH3:17][C:12]1[C:13]2[N:14]=[CH:15][NH:4][C:7](=[O:6])[C:9]=2[S:10][CH:11]=1. The yield is 0.840. (2) The reactants are [Br:1][C:2]1[CH:10]=[CH:9][C:8]([S:11]([CH2:14][CH3:15])(=[O:13])=[O:12])=[CH:7][C:3]=1[C:4]([NH2:6])=O.C(N(CC)CC)C.FC(F)(F)C(OC(=O)C(F)(F)F)=O.CCOC(C)=O. The catalyst is C1COCC1. The product is [Br:1][C:2]1[CH:10]=[CH:9][C:8]([S:11]([CH2:14][CH3:15])(=[O:13])=[O:12])=[CH:7][C:3]=1[C:4]#[N:6]. The yield is 0.800. (3) The reactants are [C:1]([O:4][CH2:5][CH2:6][O:7][CH:8]([O:37][CH2:38][CH2:39][O:40][C:41](=[O:43])[CH3:42])[O:9][C@@H:10]1[C@H:14]([O:15][Si](C(C)(C)C)(C)C)[C@@H:13]([CH:23](I)O)[O:12][C@H:11]1[N:26]1[CH:36]=[CH:35][C:30]([NH:31][C:32](=[O:34])[CH3:33])=[N:29][C:27]1=[O:28])(=[O:3])[CH3:2].CCN(C(C)C)C(C)C.CCCC[N+](CCCC)(CCCC)CCCC.[F-]. The catalyst is C1COCC1.[Pd]. The product is [C:1]([O:4][CH2:5][CH2:6][O:7][CH:8]([O:37][CH2:38][CH2:39][O:40][C:41](=[O:43])[CH3:42])[O:9][C@@H:10]1[C@H:14]([OH:15])[C@@H:13]([CH3:23])[O:12][C@H:11]1[N:26]1[CH:36]=[CH:35][C:30]([NH:31][C:32](=[O:34])[CH3:33])=[N:29][C:27]1=[O:28])(=[O:3])[CH3:2]. The yield is 0.770.